Dataset: Full USPTO retrosynthesis dataset with 1.9M reactions from patents (1976-2016). Task: Predict the reactants needed to synthesize the given product. (1) Given the product [CH2:39]1[C@H:37]([N:16]2[C:17](=[O:18])[N:19]=[C:20]([NH2:21])[N:22]=[CH:23]2)[O:43][C@H:42]([CH2:44][OH:45])[C@H:40]1[OH:41], predict the reactants needed to synthesize it. The reactants are: FC(F)(F)C(=N[Si](C)(C)C)O[Si](C)(C)C.[NH:16]1[CH:23]=[N:22][C:20]([NH2:21])=[N:19][C:17]1=[O:18].C[Si](OS(C(F)(F)F)(=O)=O)(C)C.Cl[C:37]1([O:43][C@H:42]([CH:44](C(C2C=CC(C)=CC=2)=O)[OH:45])[C@@:40](C(C2C=CC(C)=CC=2)=O)([OH:41])[CH2:39]1)O.C[O-].[Na+]. (2) Given the product [Br:16][C:8]1[N:5]2[CH:6]=[CH:7][C:2]([CH3:1])=[N:3][C:4]2=[N:10][CH:9]=1, predict the reactants needed to synthesize it. The reactants are: [CH3:1][C:2]1[CH:7]=[CH:6][N:5]2[CH:8]=[CH:9][N:10]=[C:4]2[N:3]=1.C([O-])(=O)C.[Na+].[Br-:16].[K+].BrBr. (3) Given the product [CH3:14][O:13][C:8]1[CH:7]=[C:3]2[C:2](=[CH:10][C:9]=1[O:11][CH3:12])[N:1]=[CH:26][NH:25][C:4]2=[O:5], predict the reactants needed to synthesize it. The reactants are: [NH2:1][C:2]1[CH:10]=[C:9]([O:11][CH3:12])[C:8]([O:13][CH3:14])=[CH:7][C:3]=1[C:4](O)=[O:5].COC(OC)OC.C([O-])=O.[NH4+:25].[CH3:26]O. (4) Given the product [CH3:1][O:2][C:3](=[O:22])[C:4]1[CH:9]=[C:8]([S:10][C:11]2[C:19]3[C:14](=[CH:15][C:16]([Cl:20])=[CH:17][CH:18]=3)[N:13]([C:24]3[CH:25]=[N:26][N:27]([CH2:29][CH3:30])[CH:28]=3)[C:12]=2[CH3:21])[CH:7]=[N:6][CH:5]=1, predict the reactants needed to synthesize it. The reactants are: [CH3:1][O:2][C:3](=[O:22])[C:4]1[CH:9]=[C:8]([S:10][C:11]2[C:19]3[C:14](=[CH:15][C:16]([Cl:20])=[CH:17][CH:18]=3)[NH:13][C:12]=2[CH3:21])[CH:7]=[N:6][CH:5]=1.Br[C:24]1[CH:25]=[N:26][N:27]([CH2:29][CH3:30])[CH:28]=1. (5) Given the product [Si:1]([O:8][C@H:9]1[C@@:37]2([CH3:38])[C:13](=[CH:14][CH:15]=[C:16]3[C@@H:36]2[CH2:35][CH2:34][C@@:33]2([CH3:39])[C@H:17]3[CH2:18][CH:19]=[C:20]2[C@@H:21]([S:23][CH2:24][CH2:48][C:44]([CH2:45][CH3:46])([OH:47])[CH2:43][CH3:42])[CH3:22])[CH2:12][C@@H:11]([OH:40])[CH2:10]1)([C:4]([CH3:7])([CH3:6])[CH3:5])([CH3:3])[CH3:2], predict the reactants needed to synthesize it. The reactants are: [Si:1]([O:8][C@@H:9]1[C@@:37]2([CH3:38])[C:13](=[CH:14][CH:15]=[C:16]3[C@@H:36]2[CH2:35][CH2:34][C@@:33]2([CH3:39])[C@H:17]3[CH2:18][CH:19]=[C:20]2[C@@H:21]([S:23][C:24](OC2C=CC=CC=2)=O)[CH3:22])[CH2:12][C@@H:11]([OH:40])[CH2:10]1)([C:4]([CH3:7])([CH3:6])[CH3:5])([CH3:3])[CH3:2].Br[CH2:42][CH2:43][C:44]([CH2:48]C)([OH:47])[CH2:45][CH3:46].O1CCCC1.[OH-].[K+]. (6) Given the product [Cl:1][C:2]1[N:3]=[C:4]([C:7]2[CH:8]=[N:9][CH:10]=[CH:11][CH:12]=2)[S:5][C:6]=1[N+:18]([O-:20])=[O:19], predict the reactants needed to synthesize it. The reactants are: [Cl:1][C:2]1[N:3]=[C:4]([C:7]2[CH:8]=[N:9][CH:10]=[CH:11][CH:12]=2)[S:5][CH:6]=1.OS(O)(=O)=O.[N+:18]([O-])([OH:20])=[O:19].C([O-])(O)=O.[Na+]. (7) Given the product [Br:1][C:2]1[C:3]([NH:9][CH:10]=[N:11][OH:16])=[N:4][C:5]([Br:8])=[CH:6][N:7]=1, predict the reactants needed to synthesize it. The reactants are: [Br:1][C:2]1[C:3]([N:9]=[CH:10][N:11](C)C)=[N:4][C:5]([Br:8])=[CH:6][N:7]=1.Cl.N[OH:16]. (8) Given the product [CH:11]([N:14]1[CH2:19][CH2:18][N:17]([C:2]2[CH:7]=[CH:6][C:5]([N+:8]([O-:10])=[O:9])=[CH:4][N:3]=2)[CH2:16][CH2:15]1)([CH3:13])[CH3:12], predict the reactants needed to synthesize it. The reactants are: Cl[C:2]1[CH:7]=[CH:6][C:5]([N+:8]([O-:10])=[O:9])=[CH:4][N:3]=1.[CH:11]([N:14]1[CH2:19][CH2:18][NH:17][CH2:16][CH2:15]1)([CH3:13])[CH3:12].C([O-])([O-])=O.[K+].[K+]. (9) Given the product [F:1][C:2]1[CH:10]=[CH:9][C:8]2[C:4](=[CH:5][N:6]([CH3:11])[N:7]=2)[C:3]=1[C@@H:12]1[CH2:14][C@H:13]1[CH2:15][OH:16], predict the reactants needed to synthesize it. The reactants are: [F:1][C:2]1[CH:10]=[CH:9][C:8]2[C:4](=[CH:5][N:6]([CH3:11])[N:7]=2)[C:3]=1[C@@H:12]1[CH2:14][C@H:13]1[C:15](OCC)=[O:16].[H-].C([Al+]CC(C)C)C(C)C.O.